This data is from Full USPTO retrosynthesis dataset with 1.9M reactions from patents (1976-2016). The task is: Predict the reactants needed to synthesize the given product. (1) Given the product [C:9]([O:12][C:13](=[O:14])[NH:7][CH2:6][C:5]1[N:1]=[N:2][NH:3][N:4]=1)([CH3:11])([CH3:10])[CH3:8], predict the reactants needed to synthesize it. The reactants are: [N:1]1[NH:2][N:3]=[N:4][C:5]=1[CH2:6][NH2:7].[CH3:8][C:9]([O:12][C:13](O[C:13]([O:12][C:9]([CH3:11])([CH3:10])[CH3:8])=[O:14])=[O:14])([CH3:11])[CH3:10].[OH-].[Na+].Cl. (2) Given the product [CH2:8]([C:2]1[CH:3]=[C:4]([Cl:15])[C:5]2[O:14][C:13]3[CH2:12][CH2:11][N:10]([C:30]([O:32][C:33]([CH3:34])([CH3:35])[CH3:36])=[O:31])[CH2:9][C:8]=3[C:6]=2[CH:7]=1)[C:6]1[CH:7]=[CH:2][CH:3]=[CH:4][CH:5]=1, predict the reactants needed to synthesize it. The reactants are: Br[C:2]1[CH:3]=[C:4]([Cl:15])[C:5]2[O:14][C:13]3[CH2:12][CH2:11][NH:10][CH2:9][C:8]=3[C:6]=2[CH:7]=1.C(=O)([O-])[O-].[K+].[K+].[C:30](O[C:30]([O:32][C:33]([CH3:36])([CH3:35])[CH3:34])=[O:31])([O:32][C:33]([CH3:36])([CH3:35])[CH3:34])=[O:31]. (3) The reactants are: [NH2:1][C:2]1[CH:9]=[C:8]([Cl:10])[CH:7]=[CH:6][C:3]=1[CH:4]=O.[ClH:11].[NH2:12][NH:13][C:14]([NH:16][NH2:17])=[NH:15]. Given the product [ClH:10].[NH2:1][C:2]1[CH:9]=[C:8]([Cl:10])[CH:7]=[CH:6][C:3]=1[CH:4]=[N:12][NH:13][C:14]([NH:16][N:17]=[CH:4][C:3]1[CH:6]=[CH:7][C:8]([Cl:11])=[CH:9][C:2]=1[NH2:1])=[NH:15], predict the reactants needed to synthesize it. (4) Given the product [Br:1][C:2]1[CH:3]=[C:4]2[C:8](=[CH:9][CH:10]=1)[NH:7][C:6](=[O:11])[C:5]12[CH2:13][CH:12]1[C:14]1[N:18]=[N:17][N:16]([CH3:20])[N:15]=1, predict the reactants needed to synthesize it. The reactants are: [Br:1][C:2]1[CH:3]=[C:4]2[C:8](=[CH:9][CH:10]=1)[NH:7][C:6](=[O:11])[C:5]12[CH2:13][CH:12]1[C:14]1[NH:18][N:17]=[N:16][N:15]=1.I[CH3:20].[OH-].[Na+]. (5) Given the product [C:28]([C:31]1[N:32]=[C:33]([C:37]2[N:2]([CH2:26][C:20]3[C:19]4[C:23](=[CH:24][CH:25]=[C:17]([Cl:16])[CH:18]=4)[NH:22][CH:21]=3)[N:1]=[C:3]3[C:4]=2[C:5](=[O:15])[N:6]([CH3:14])[C:7](=[O:13])[N:8]3[CH2:9][CH:10]([CH3:11])[CH3:12])[N:34]([CH3:36])[CH:35]=1)(=[O:30])[CH3:29], predict the reactants needed to synthesize it. The reactants are: [NH:1]([C:3]1[N:8]([CH2:9][CH:10]([CH3:12])[CH3:11])[C:7](=[O:13])[N:6]([CH3:14])[C:5](=[O:15])[CH:4]=1)[NH2:2].[Cl:16][C:17]1[CH:18]=[C:19]2[C:23](=[CH:24][CH:25]=1)[NH:22][CH:21]=[C:20]2[CH:26]=O.[C:28]([C:31]1[N:32]=[C:33]([CH:37]=O)[N:34]([CH3:36])[CH:35]=1)(=[O:30])[CH3:29]. (6) Given the product [CH2:1]([C:3]1[C:8](=[O:9])[N:7]2[N:10]=[CH:11][C:12]([C:13]#[N:14])=[C:6]2[NH:5][C:4]=1[CH:15]([OH:16])[CH3:17])[CH3:2], predict the reactants needed to synthesize it. The reactants are: [CH2:1]([C:3]1[C:8](=[O:9])[N:7]2[N:10]=[CH:11][C:12]([C:13]#[N:14])=[C:6]2[NH:5][C:4]=1[CH:15]=[O:16])[CH3:2].[CH3:17][Mg+].[Br-]. (7) Given the product [CH3:32][O:33][C:2]1[CH:3]=[N:4][C:5]2[C:10]([C:11]=1[CH2:12][CH2:13][C:14]13[CH2:19][CH2:18][C:17]([NH2:22])([CH2:20][CH2:21]1)[CH2:16][O:15]3)=[N:9][C:8]([O:30][CH3:31])=[CH:7][CH:6]=2, predict the reactants needed to synthesize it. The reactants are: F[C:2]1[CH:3]=[N:4][C:5]2[C:10]([C:11]=1[CH2:12][CH2:13][C:14]13[CH2:21][CH2:20][C:17]([NH:22]C(=O)OC(C)(C)C)([CH2:18][CH2:19]1)[CH2:16][O:15]3)=[N:9][C:8]([O:30][CH3:31])=[CH:7][CH:6]=2.[CH3:32][O-:33].[Na+]. (8) Given the product [C:10]([OH:16])(=[O:15])[CH2:11][CH2:12][CH2:13][CH3:14].[C:10]([OH:16])(=[O:15])[CH2:11][CH2:12][CH2:13][CH3:14].[C:10]([OH:16])(=[O:15])[CH2:11][CH2:12][CH2:13][CH3:14].[CH2:1]([C:3]([CH2:8][OH:9])([CH2:6][OH:7])[CH2:4][CH3:5])[OH:2], predict the reactants needed to synthesize it. The reactants are: [CH2:1]([C:3]([CH2:8][OH:9])([CH2:6][OH:7])[CH2:4][CH3:5])[OH:2].[C:10]([OH:16])(=[O:15])[CH2:11][CH2:12][CH2:13][CH3:14].CCCCCCC.C1(C)C=CC(S(O)(=O)=O)=CC=1. (9) Given the product [Cl:1][C:2]1[CH:3]=[N:4][CH:5]=[C:6]([Cl:38])[C:7]=1[C:8]1[C:12]([CH2:13][O:14][C:15]2[CH:20]=[CH:19][C:18]([C:21]3[CH:22]=[C:23]4[C:28](=[CH:29][CH:30]=3)[N:27]=[C:26]([C:31]([OH:33])=[O:32])[CH:25]=[CH:24]4)=[CH:17][CH:16]=2)=[C:11]([CH:35]([CH3:36])[CH3:37])[O:10][N:9]=1, predict the reactants needed to synthesize it. The reactants are: [Cl:1][C:2]1[CH:3]=[N:4][CH:5]=[C:6]([Cl:38])[C:7]=1[C:8]1[C:12]([CH2:13][O:14][C:15]2[CH:20]=[CH:19][C:18]([C:21]3[CH:22]=[C:23]4[C:28](=[CH:29][CH:30]=3)[N:27]=[C:26]([C:31]([O:33]C)=[O:32])[CH:25]=[CH:24]4)=[CH:17][CH:16]=2)=[C:11]([CH:35]([CH3:37])[CH3:36])[O:10][N:9]=1.CO.[OH-].[Na+].Cl. (10) The reactants are: [NH2:1][CH2:2][C:3]([S:6][C:7]1[N:15]([CH2:16][CH:17]=[C:18]([CH3:20])[CH3:19])[C:14]2[C:13](=[O:21])[N:12]([CH2:22][C:23](=[O:30])[C:24]3[CH:29]=[CH:28][CH:27]=[CH:26][CH:25]=3)[C:11](=[O:31])[N:10]([CH3:32])[C:9]=2[N:8]=1)([CH3:5])[CH3:4].[ClH:33]. Given the product [ClH:33].[NH2:1][CH2:2][C:3]([S:6][C:7]1[N:15]([CH2:16][CH:17]=[C:18]([CH3:19])[CH3:20])[C:14]2[C:13](=[O:21])[N:12]([CH2:22][C:23](=[O:30])[C:24]3[CH:29]=[CH:28][CH:27]=[CH:26][CH:25]=3)[C:11](=[O:31])[N:10]([CH3:32])[C:9]=2[N:8]=1)([CH3:5])[CH3:4], predict the reactants needed to synthesize it.